Task: Predict the product of the given reaction.. Dataset: Forward reaction prediction with 1.9M reactions from USPTO patents (1976-2016) (1) Given the reactants [Br:1][C:2]1[N:6]2[CH:7]=[C:8]([C:11]3[CH:19]=[CH:18][C:14]([C:15]([OH:17])=O)=[CH:13][CH:12]=3)[N:9]=[CH:10][C:5]2=[N:4][CH:3]=1.C[N:21]1[CH2:26][CH2:25][O:24][CH2:23][CH2:22]1.CN(C(ON1N=NC2C=CC=NC1=2)=[N+](C)C)C.F[P-](F)(F)(F)(F)F.N1CCOCC1, predict the reaction product. The product is: [Br:1][C:2]1[N:6]2[CH:7]=[C:8]([C:11]3[CH:12]=[CH:13][C:14]([C:15]([N:21]4[CH2:26][CH2:25][O:24][CH2:23][CH2:22]4)=[O:17])=[CH:18][CH:19]=3)[N:9]=[CH:10][C:5]2=[N:4][CH:3]=1. (2) Given the reactants ClC1C=CC(C[O:7][C:8]2[N:13]=[C:12]([O:14][C:15]3[CH:16]=[C:17]([C:23]4[CH:28]=[CH:27][CH:26]=[C:25]([CH2:29][NH:30][C:31](=[O:37])[O:32][C:33]([CH3:36])([CH3:35])[CH3:34])[CH:24]=4)[CH:18]=[C:19]([C:21]#[N:22])[CH:20]=3)[C:11]([F:38])=[CH:10][C:9]=2[F:39])=CC=1.B(Br)(Br)Br.O(C(OC(C)(C)C)=O)C(OC(C)(C)C)=O.OS([O-])(=O)=O.[Na+], predict the reaction product. The product is: [C:21]([C:19]1[CH:18]=[C:17]([C:23]2[CH:28]=[CH:27][CH:26]=[C:25]([CH2:29][NH:30][C:31](=[O:37])[O:32][C:33]([CH3:35])([CH3:34])[CH3:36])[CH:24]=2)[CH:16]=[C:15]([O:14][C:12]2[C:11]([F:38])=[CH:10][C:9]([F:39])=[C:8]([OH:7])[N:13]=2)[CH:20]=1)#[N:22]. (3) Given the reactants [CH3:1][C:2]1([CH3:14])[C:6]([CH3:8])([CH3:7])[O:5][B:4]([C:9]2[CH:10]=[N:11][NH:12][CH:13]=2)[O:3]1.CS(O[CH:20]1[CH2:25][CH2:24][O:23][CH2:22][CH2:21]1)(=O)=O.C([O-])([O-])=O.[Cs+].[Cs+], predict the reaction product. The product is: [O:23]1[CH2:24][CH2:25][CH:20]([N:12]2[CH:13]=[C:9]([B:4]3[O:5][C:6]([CH3:7])([CH3:8])[C:2]([CH3:14])([CH3:1])[O:3]3)[CH:10]=[N:11]2)[CH2:21][CH2:22]1. (4) Given the reactants [C:1]([SiH2:5][O:6][C:7]([CH3:15])([CH3:14])[CH:8]1[NH:12][C:11](=[O:13])[CH2:10][CH2:9]1)([CH3:4])([CH3:3])[CH3:2].[CH3:16][C:17]([O:20][C:21](O[C:21]([O:20][C:17]([CH3:19])([CH3:18])[CH3:16])=[O:22])=[O:22])([CH3:19])[CH3:18], predict the reaction product. The product is: [C:17]([O:20][C:21]([N:12]1[C:11](=[O:13])[CH2:10][CH2:9][CH:8]1[C:7]([CH3:15])([CH3:14])[O:6][SiH2:5][C:1]([CH3:4])([CH3:2])[CH3:3])=[O:22])([CH3:19])([CH3:18])[CH3:16]. (5) The product is: [Cl:1][C:2]1[CH:3]=[N:4][C:5]2[N:6]([N:8]=[C:9]([C:11]([N:16]3[CH2:17][CH:18]=[C:19]([C:21]4[CH:26]=[CH:25][CH:24]=[CH:23][N:22]=4)[CH2:20][CH:15]3[CH3:14])=[O:13])[CH:10]=2)[CH:7]=1. Given the reactants [Cl:1][C:2]1[CH:3]=[N:4][C:5]2[N:6]([N:8]=[C:9]([C:11]([OH:13])=O)[CH:10]=2)[CH:7]=1.[CH3:14][CH:15]1[CH2:20][C:19]([C:21]2[CH:26]=[CH:25][CH:24]=[CH:23][N:22]=2)=[CH:18][CH2:17][NH:16]1, predict the reaction product. (6) Given the reactants [C:1]([O:5][C:6]([N:8]1[CH2:15][C@H:14]([OH:16])[CH2:13][C@H:9]1[C:10]([OH:12])=[O:11])=[O:7])([CH3:4])([CH3:3])[CH3:2].[CH2:17]1OCCOCCOCCOCCOCCOC1.[H-].[Na+].[Br:37][C:38]1[CH:39]=[C:40]([C:44]2[CH:49]=[CH:48][CH:47]=[C:46]([CH2:50]Br)[CH:45]=2)[CH:41]=[CH:42][CH:43]=1.[Si](C=[N+]=[N-])(C)(C)C, predict the reaction product. The product is: [Br:37][C:38]1[CH:39]=[C:40]([C:44]2[CH:49]=[CH:48][CH:47]=[C:46]([CH2:50][O:16][C@H:14]3[CH2:15][N:8]([C:6]([O:5][C:1]([CH3:4])([CH3:2])[CH3:3])=[O:7])[C@H:9]([C:10]([O:12][CH3:17])=[O:11])[CH2:13]3)[CH:45]=2)[CH:41]=[CH:42][CH:43]=1.